This data is from Full USPTO retrosynthesis dataset with 1.9M reactions from patents (1976-2016). The task is: Predict the reactants needed to synthesize the given product. Given the product [Cl:19][CH2:18][CH2:17][O:16][C:8]1[CH:7]=[C:6]2[C:11]([C:2]([NH:20][C:21]3[C:26]([Cl:27])=[CH:25][N:24]=[C:23]4[O:28][CH2:29][O:30][C:22]=34)=[N:3][CH:4]=[N:5]2)=[C:10]([O:12][CH:13]([CH3:15])[CH3:14])[CH:9]=1, predict the reactants needed to synthesize it. The reactants are: Cl[C:2]1[C:11]2[C:6](=[CH:7][C:8]([O:16][CH2:17][CH2:18][Cl:19])=[CH:9][C:10]=2[O:12][CH:13]([CH3:15])[CH3:14])[N:5]=[CH:4][N:3]=1.[NH2:20][C:21]1[C:26]([Cl:27])=[CH:25][N:24]=[C:23]2[O:28][CH2:29][O:30][C:22]=12.